This data is from Aqueous solubility values for 9,982 compounds from the AqSolDB database. The task is: Regression/Classification. Given a drug SMILES string, predict its absorption, distribution, metabolism, or excretion properties. Task type varies by dataset: regression for continuous measurements (e.g., permeability, clearance, half-life) or binary classification for categorical outcomes (e.g., BBB penetration, CYP inhibition). For this dataset (solubility_aqsoldb), we predict Y. (1) The compound is COC(=O)c1ccccc1C(=O)c1ccccc1. The Y is -3.48 log mol/L. (2) The drug is CCN(CC)C(=O)Cn1cc(I)c(=O)c(I)c1. The Y is -3.18 log mol/L. (3) The molecule is O=C(O)c1cc2ccccc2cc1O. The Y is -3.42 log mol/L. (4) The drug is [Nb]. The Y is -7.97 log mol/L. (5) The molecule is C/C=C/c1ccc(OC)c(OC)c1. The Y is -2.78 log mol/L.